Dataset: Full USPTO retrosynthesis dataset with 1.9M reactions from patents (1976-2016). Task: Predict the reactants needed to synthesize the given product. (1) Given the product [ClH:3].[NH:5]1[CH2:10][CH2:9][CH2:8][CH2:7][CH:6]1[C:11]([O:13][CH3:16])=[O:12], predict the reactants needed to synthesize it. The reactants are: O=S(Cl)[Cl:3].[NH:5]1[CH2:10][CH2:9][CH2:8][CH2:7][CH:6]1[C:11]([OH:13])=[O:12].N.O.[CH3:16]O. (2) Given the product [CH3:15][C:32]1([CH3:33])[CH2:26][O:25][B:24]([C:12]2[S:11][CH:10]=[C:9]([CH2:1][CH2:2][CH2:3][CH2:4][CH2:5][CH2:6][CH2:7][CH3:8])[CH:13]=2)[O:30][CH2:31]1, predict the reactants needed to synthesize it. The reactants are: [CH2:1]([C:9]1[CH:13]=[CH:12][S:11][CH:10]=1)[CH2:2][CH2:3][CH2:4][CH2:5][CH2:6][CH2:7][CH3:8].[Li][CH2:15]CCC.C(O[B:24]([O:30][CH2:31][CH2:32][CH2:33]C)[O:25][CH2:26]CCC)CCC.CC(C)(CO)CO. (3) Given the product [Cl:1][C:2]1[C:11]2[C:6](=[CH:7][CH:8]=[C:9]([CH3:12])[CH:10]=2)[N:5]=[CH:4][C:3]=1[CH:13]=[O:14], predict the reactants needed to synthesize it. The reactants are: [Cl:1][C:2]1[C:11]2[C:6](=[CH:7][CH:8]=[C:9]([CH3:12])[CH:10]=2)[N:5]=[CH:4][C:3]=1[CH2:13][OH:14]. (4) Given the product [C:1]([O:5][C:6]([N:8]1[CH2:14][CH2:13][CH2:12][N:11]([C:15]2[N:23]([CH2:24][C:25]#[C:26][CH3:27])[C:22]3[C:21](=[O:28])[NH:20][C:19](=[O:37])[N:18]([CH3:38])[C:17]=3[C:16]=2[C:39]#[N:40])[CH2:10][CH2:9]1)=[O:7])([CH3:3])([CH3:2])[CH3:4], predict the reactants needed to synthesize it. The reactants are: [C:1]([O:5][C:6]([N:8]1[CH2:14][CH2:13][CH2:12][N:11]([C:15]2[N:23]([CH2:24][C:25]#[C:26][CH3:27])[C:22]3[C:21](=[O:28])[N:20](COCC[Si](C)(C)C)[C:19](=[O:37])[N:18]([CH3:38])[C:17]=3[C:16]=2[C:39]#[N:40])[CH2:10][CH2:9]1)=[O:7])([CH3:4])([CH3:3])[CH3:2].C(O)(C(F)(F)F)=O.C(N(C(C)C)CC)(C)C.C(=O)(OC(C)(C)C)OC(C)(C)C.